This data is from Full USPTO retrosynthesis dataset with 1.9M reactions from patents (1976-2016). The task is: Predict the reactants needed to synthesize the given product. (1) Given the product [ClH:16].[F:1][C:2]1[CH:9]=[CH:8][C:5]([CH2:6][NH2:7])=[C:4]([C:10]2[N:11]=[N:12][NH:13][N:14]=2)[CH:3]=1, predict the reactants needed to synthesize it. The reactants are: [F:1][C:2]1[CH:9]=[CH:8][C:5]([C:6]#[N:7])=[C:4]([C:10]2[N:11]=[N:12][N:13](C)[N:14]=2)[CH:3]=1.[ClH:16]. (2) Given the product [C:7]([O:9][CH2:2][CH2:3][OH:1])(=[O:8])/[CH:6]=[CH:5]/[C:4]([O:11][CH3:12])=[O:10], predict the reactants needed to synthesize it. The reactants are: [O:1]1[CH2:3][CH2:2]1.[C:4]([O:11][CH3:12])(=[O:10])/[CH:5]=[CH:6]/[C:7]([O-:9])=[O:8].[Br-].C([NH3+])(C)(C)C. (3) The reactants are: [NH2:1][C:2]1[C:3]([CH3:28])=[C:4]([C:8]2[C:20]3[C:19]4[C:14](=[CH:15][C:16]([CH:21]([OH:24])[CH2:22][OH:23])=[CH:17][CH:18]=4)[NH:13][C:12]=3[C:11]([C:25]([NH2:27])=[O:26])=[CH:10][CH:9]=2)[CH:5]=[CH:6][CH:7]=1.[F:29][C:30]1[CH:31]=[CH:32][C:33]([C:36](O)=[O:37])=[N:34][CH:35]=1.C1C=NC2N(O)N=NC=2C=1.C(Cl)CCl.CCN(C(C)C)C(C)C. Given the product [OH:24][CH:21]([C:16]1[CH:15]=[C:14]2[C:19]([C:20]3[C:8]([C:4]4[CH:5]=[CH:6][CH:7]=[C:2]([NH:1][C:36](=[O:37])[C:33]5[CH:32]=[CH:31][C:30]([F:29])=[CH:35][N:34]=5)[C:3]=4[CH3:28])=[CH:9][CH:10]=[C:11]([C:25]([NH2:27])=[O:26])[C:12]=3[NH:13]2)=[CH:18][CH:17]=1)[CH2:22][OH:23], predict the reactants needed to synthesize it. (4) Given the product [CH:21]1([CH2:20][O:1][C:2]2[CH:9]=[CH:8][C:7]([N:10]3[C:14]([C:15]([F:18])([F:17])[F:16])=[N:13][N:12]=[N:11]3)=[CH:6][C:3]=2[CH:4]=[O:5])[CH2:23][CH2:22]1, predict the reactants needed to synthesize it. The reactants are: [OH:1][C:2]1[CH:9]=[CH:8][C:7]([N:10]2[C:14]([C:15]([F:18])([F:17])[F:16])=[N:13][N:12]=[N:11]2)=[CH:6][C:3]=1[CH:4]=[O:5].Br[CH2:20][CH:21]1[CH2:23][CH2:22]1.[I-].[Na+].C(=O)([O-])[O-].[K+].[K+]. (5) Given the product [CH3:25][O:24][CH2:23][CH2:22][CH2:21][N:15]1[C:9]2[C:8](=[CH:13][CH:12]=[C:11]([CH3:14])[CH:10]=2)[C:17]([CH3:19])([CH3:18])[C:16]1=[O:20], predict the reactants needed to synthesize it. The reactants are: CC(C)([O-])C.[Na+].Br[C:8]1[CH:13]=[CH:12][C:11]([CH3:14])=[CH:10][C:9]=1[N:15]([CH2:21][CH2:22][CH2:23][O:24][CH3:25])[C:16](=[O:20])[CH:17]([CH3:19])[CH3:18]. (6) The reactants are: [NH2:1][CH2:2][CH2:3][C:4]1[CH:9]=[CH:8][CH:7]=[CH:6][C:5]=1[C:10]1[CH:15]=[CH:14][C:13]([C@H:16]2[C@H:21]([C:22]3[CH:27]=[CH:26][N:25]([CH3:28])[C:24](=[O:29])[CH:23]=3)[CH2:20][CH2:19][N:18]([C:30]([O:32][C:33]([CH3:36])([CH3:35])[CH3:34])=[O:31])[CH2:17]2)=[C:12]([Cl:37])[CH:11]=1.CCN(CC)CC.[C:45](Cl)(=[O:48])[O:46][CH3:47]. Given the product [C:33]([O:32][C:30]([N:18]1[CH2:19][CH2:20][C@@H:21]([C:22]2[CH:27]=[CH:26][N:25]([CH3:28])[C:24](=[O:29])[CH:23]=2)[C@H:16]([C:13]2[CH:14]=[CH:15][C:10]([C:5]3[CH:6]=[CH:7][CH:8]=[CH:9][C:4]=3[CH2:3][CH2:2][NH:1][C:45]([O:46][CH3:47])=[O:48])=[CH:11][C:12]=2[Cl:37])[CH2:17]1)=[O:31])([CH3:34])([CH3:36])[CH3:35], predict the reactants needed to synthesize it. (7) Given the product [CH2:9]([C:6]1[CH:7]=[CH:8][C:3](=[O:2])[NH:4][CH:5]=1)[CH3:10], predict the reactants needed to synthesize it. The reactants are: C[O:2][C:3]1[CH:8]=[CH:7][C:6]([CH:9]=[CH2:10])=[CH:5][N:4]=1.[Na+].[I-].C[Si](Cl)(C)C.